Predict which catalyst facilitates the given reaction. From a dataset of Catalyst prediction with 721,799 reactions and 888 catalyst types from USPTO. (1) Reactant: C([O-])([O-])=O.[K+].[K+].Br[C:8]1[C:9]([NH2:24])=[N:10][CH:11]=[C:12]([C:14]2[CH:19]=[CH:18][C:17]([S:20]([CH3:23])(=[O:22])=[O:21])=[CH:16][CH:15]=2)[CH:13]=1.[NH2:25][C:26]([C:28]1[CH:33]=[CH:32][C:31](B(O)O)=[CH:30][CH:29]=1)=[O:27]. Product: [NH2:24][C:9]1[C:8]([C:31]2[CH:32]=[CH:33][C:28]([C:26]([NH2:25])=[O:27])=[CH:29][CH:30]=2)=[CH:13][C:12]([C:14]2[CH:19]=[CH:18][C:17]([S:20]([CH3:23])(=[O:22])=[O:21])=[CH:16][CH:15]=2)=[CH:11][N:10]=1. The catalyst class is: 887. (2) Reactant: [N+:1]([C:4]1[CH:8]=[N:7][NH:6][C:5]=1[NH2:9])([O-:3])=[O:2].CN(C)[CH:12]=[CH:13][C:14]([C:16]1[CH:17]=[C:18]([N:22]([CH3:26])[C:23](=[O:25])[CH3:24])[CH:19]=[CH:20][CH:21]=1)=O. Product: [CH3:26][N:22]([C:18]1[CH:19]=[CH:20][CH:21]=[C:16]([C:14]2[N:6]3[N:7]=[CH:8][C:4]([N+:1]([O-:3])=[O:2])=[C:5]3[N:9]=[CH:12][CH:13]=2)[CH:17]=1)[C:23](=[O:25])[CH3:24]. The catalyst class is: 15. (3) Reactant: [Cl-].O[NH3+:3].[C:4](=[O:7])([O-])[OH:5].[Na+].CS(C)=O.[CH2:13]([C:15]1[S:52][C:18]2[N:19]([CH2:36][C:37]3[CH:42]=[CH:41][C:40]([C:43]4[C:44]([C:49]#[N:50])=[CH:45][CH:46]=[CH:47][CH:48]=4)=[C:39]([F:51])[CH:38]=3)[C:20](=[O:35])[N:21]([CH2:24][C:25]([C:27]3[CH:32]=[CH:31][C:30]([O:33][CH3:34])=[CH:29][CH:28]=3)=[O:26])[C:22](=[O:23])[C:17]=2[CH:16]=1)[CH3:14]. Product: [CH2:13]([C:15]1[S:52][C:18]2[N:19]([CH2:36][C:37]3[CH:42]=[CH:41][C:40]([C:43]4[CH:48]=[CH:47][CH:46]=[CH:45][C:44]=4[C:49]4[NH:3][C:4](=[O:7])[O:5][N:50]=4)=[C:39]([F:51])[CH:38]=3)[C:20](=[O:35])[N:21]([CH2:24][C:25]([C:27]3[CH:28]=[CH:29][C:30]([O:33][CH3:34])=[CH:31][CH:32]=3)=[O:26])[C:22](=[O:23])[C:17]=2[CH:16]=1)[CH3:14]. The catalyst class is: 22. (4) Reactant: [CH3:1][O:2][C:3]1[CH:4]=[C:5]2[C:10](=[CH:11][C:12]=1[O:13][CH3:14])[N:9]=[CH:8][CH:7]=[C:6]2[O:15][C:16]1[C:23]([F:24])=[CH:22][CH:21]=[CH:20][C:17]=1[CH:18]=[O:19].[CH2:25]([Mg]Br)[CH3:26].O. Product: [CH3:1][O:2][C:3]1[CH:4]=[C:5]2[C:10](=[CH:11][C:12]=1[O:13][CH3:14])[N:9]=[CH:8][CH:7]=[C:6]2[O:15][C:16]1[C:23]([F:24])=[CH:22][CH:21]=[CH:20][C:17]=1[CH:18]([OH:19])[CH2:25][CH3:26]. The catalyst class is: 7. (5) Reactant: [CH:1]1[C:13]2[CH:12]([CH2:14][O:15][C:16]([NH:18][C@H:19]([C:23]([N:25]([CH3:42])[C@@H:26]([C@@H:38]([CH3:41])[CH2:39][CH3:40])[C@H:27]([O:36][CH3:37])[CH2:28][C:29](OC(C)(C)C)=[O:30])=[O:24])[CH:20]([CH3:22])[CH3:21])=[O:17])[C:11]3[C:6](=[CH:7][CH:8]=[CH:9][CH:10]=3)[C:5]=2[CH:4]=[CH:3][CH:2]=1.Cl.[CH3:44][O:45][C@@H:46]([C@@H:64]1[CH2:68][CH2:67][CH2:66][NH:65]1)[C@@H:47]([CH3:63])[C:48]([NH:50][C@H:51]([C:59]([O:61][CH3:62])=[O:60])[CH2:52][C:53]1[CH:58]=[CH:57][CH:56]=[CH:55][CH:54]=1)=[O:49].CN(C(ON1N=NC2C=CC=NC1=2)=[N+](C)C)C.F[P-](F)(F)(F)(F)F.CCN(C(C)C)C(C)C. Product: [CH:10]1[C:11]2[CH:12]([CH2:14][O:15][C:16]([NH:18][C@H:19]([C:23]([N:25]([CH3:42])[C@@H:26]([C@@H:38]([CH3:41])[CH2:39][CH3:40])[C@H:27]([O:36][CH3:37])[CH2:28][C:29]([N:65]3[CH2:66][CH2:67][CH2:68][C@H:64]3[C@H:46]([O:45][CH3:44])[C@@H:47]([CH3:63])[C:48]([NH:50][C@H:51]([C:59]([O:61][CH3:62])=[O:60])[CH2:52][C:53]3[CH:54]=[CH:55][CH:56]=[CH:57][CH:58]=3)=[O:49])=[O:30])=[O:24])[CH:20]([CH3:22])[CH3:21])=[O:17])[C:13]3[C:5](=[CH:4][CH:3]=[CH:2][CH:1]=3)[C:6]=2[CH:7]=[CH:8][CH:9]=1. The catalyst class is: 4. (6) Reactant: Cl.[C:2]([C:4]1[CH:24]=[C:23]([B:25]2[O:29][C:28]([CH3:31])([CH3:30])[C:27]([CH3:33])([CH3:32])[O:26]2)[CH:22]=[CH:21][C:5]=1[O:6][CH2:7][CH:8]1[CH2:13][CH2:12][N:11](C(OC(C)(C)C)=O)[CH2:10][CH2:9]1)#[N:3]. The catalyst class is: 12. Product: [NH:11]1[CH2:12][CH2:13][CH:8]([CH2:7][O:6][C:5]2[CH:21]=[CH:22][C:23]([B:25]3[O:29][C:28]([CH3:31])([CH3:30])[C:27]([CH3:33])([CH3:32])[O:26]3)=[CH:24][C:4]=2[C:2]#[N:3])[CH2:9][CH2:10]1. (7) Reactant: [Br:1][C:2]1[CH:3]=[CH:4][C:5]([O:12][CH3:13])=[C:6]([S:8](Cl)(=[O:10])=[O:9])[CH:7]=1.[NH2:14][CH:15]1[CH2:20][CH2:19][N:18]([C:21]([O:23][C:24]([CH3:27])([CH3:26])[CH3:25])=[O:22])[CH2:17][CH2:16]1.C(N(CC)CC)C. Product: [C:24]([O:23][C:21]([N:18]1[CH2:19][CH2:20][CH:15]([NH:14][S:8]([C:6]2[CH:7]=[C:2]([Br:1])[CH:3]=[CH:4][C:5]=2[O:12][CH3:13])(=[O:10])=[O:9])[CH2:16][CH2:17]1)=[O:22])([CH3:27])([CH3:25])[CH3:26]. The catalyst class is: 2.